From a dataset of Forward reaction prediction with 1.9M reactions from USPTO patents (1976-2016). Predict the product of the given reaction. (1) Given the reactants [NH2:1][C:2]1[NH:6][N:5]=[C:4]([NH:7][C:8]2[CH:9]=[N:10][CH:11]=[CH:12][CH:13]=2)[C:3]=1[C:14]([NH2:16])=[O:15].[F:17][C:18]1[CH:25]=[CH:24][C:21]([CH:22]=O)=[CH:20][C:19]=1[O:26][CH3:27], predict the reaction product. The product is: [F:17][C:18]1[CH:25]=[CH:24][C:21]([CH:22]=[N:1][C:2]2[NH:6][N:5]=[C:4]([NH:7][C:8]3[CH:9]=[N:10][CH:11]=[CH:12][CH:13]=3)[C:3]=2[C:14]([NH2:16])=[O:15])=[CH:20][C:19]=1[O:26][CH3:27]. (2) Given the reactants [C:1]([N:4]1[C:13]2[C:8](=[CH:9][C:10]([N:16]3[CH2:21][CH2:20][O:19][CH2:18][CH2:17]3)=[N:11][C:12]=2[O:14][CH3:15])[C@H:7]([NH:22]C(=O)OCC2C=CC=CC=2)[C@@H:6]([CH3:33])[C@@H:5]1[CH:34]1[CH2:36][CH2:35]1)(=[O:3])[CH3:2], predict the reaction product. The product is: [NH2:22][C@H:7]1[C:8]2[C:13](=[C:12]([O:14][CH3:15])[N:11]=[C:10]([N:16]3[CH2:17][CH2:18][O:19][CH2:20][CH2:21]3)[CH:9]=2)[N:4]([C:1](=[O:3])[CH3:2])[C@@H:5]([CH:34]2[CH2:36][CH2:35]2)[C@@H:6]1[CH3:33].